From a dataset of Full USPTO retrosynthesis dataset with 1.9M reactions from patents (1976-2016). Predict the reactants needed to synthesize the given product. (1) Given the product [CH2:1]=[CH:2][CH:3]=[CH2:4].[CH2:1]=[CH:2][C:3]1[CH:8]=[CH:7][CH:6]=[CH:5][CH:4]=1.[CH2:1]=[CH:2][C:3](=[CH2:4])[CH3:8], predict the reactants needed to synthesize it. The reactants are: [CH2:1]=[CH:2][C:3]1[CH:8]=[CH:7][CH:6]=[CH:5][CH:4]=1. (2) Given the product [Br:1][C:2]1[C:3]2[CH:10]=[CH:9][C:8]([C:11]#[N:12])=[CH:7][C:4]=2[S:5][C:6]=1[N+:26]([O-:28])=[O:27], predict the reactants needed to synthesize it. The reactants are: [Br:1][C:2]1[C:3]2[CH:10]=[CH:9][C:8]([C:11]#[N:12])=[CH:7][C:4]=2[S:5][CH:6]=1.FC(F)(F)C(OC(=O)C(F)(F)F)=O.[N+:26]([O-])([O-:28])=[O:27].[K+]. (3) Given the product [Cl-:35].[CH2:23]([NH:22][C:21]([O:20][C:8]1[CH:7]=[C:6]([CH2:5][C@H:4]([NH3+:26])[C:3]([O:2][CH3:1])=[O:34])[CH:11]=[CH:10][C:9]=1[OH:12])=[O:25])[CH3:24], predict the reactants needed to synthesize it. The reactants are: [CH3:1][O:2][C:3](=[O:34])[C@@H:4]([NH:26]C(OC(C)(C)C)=O)[CH2:5][C:6]1[CH:11]=[CH:10][C:9]([O:12]CC2C=CC=CC=2)=[C:8]([O:20][C:21](=[O:25])[NH:22][CH2:23][CH3:24])[CH:7]=1.[ClH:35]. (4) Given the product [C:1]([C:5]1[CH:22]=[CH:21][CH:20]=[CH:19][C:6]=1[O:7][CH:8]1[CH2:11][N:10]([C:12](=[O:18])[CH2:13][CH2:14][C:15]([NH:27][S:24]([CH3:23])(=[O:26])=[O:25])=[O:16])[CH2:9]1)([CH3:4])([CH3:3])[CH3:2], predict the reactants needed to synthesize it. The reactants are: [C:1]([C:5]1[CH:22]=[CH:21][CH:20]=[CH:19][C:6]=1[O:7][CH:8]1[CH2:11][N:10]([C:12](=[O:18])[CH2:13][CH2:14][C:15](O)=[O:16])[CH2:9]1)([CH3:4])([CH3:3])[CH3:2].[CH3:23][S:24]([NH2:27])(=[O:26])=[O:25].C(N(CC)CC)C.CC1C=CC=C([N+]([O-])=O)C=1C(OC(=O)C1C([N+]([O-])=O)=CC=CC=1C)=O. (5) Given the product [CH3:1][O:2][C:3](=[O:12])[C:4]1[CH:9]=[CH:8][C:7]([B:13]2[O:17][C:16]([CH3:19])([CH3:18])[C:15]([CH3:21])([CH3:20])[O:14]2)=[C:6]([CH3:11])[CH:5]=1, predict the reactants needed to synthesize it. The reactants are: [CH3:1][O:2][C:3](=[O:12])[C:4]1[CH:9]=[CH:8][C:7](Br)=[C:6]([CH3:11])[CH:5]=1.[B:13]1([B:13]2[O:17][C:16]([CH3:19])([CH3:18])[C:15]([CH3:21])([CH3:20])[O:14]2)[O:17][C:16]([CH3:19])([CH3:18])[C:15]([CH3:21])([CH3:20])[O:14]1.C([O-])(=O)C.[K+]. (6) Given the product [CH2:28]([N:21]1[CH2:22][C:23](=[O:24])[NH:8][CH:9]([CH2:10][C:11]2[CH:16]=[CH:15][C:14]([O:17][CH3:18])=[CH:13][CH:12]=2)[C:19]1=[O:20])[C:29]1[CH:34]=[CH:33][CH:32]=[CH:31][CH:30]=1, predict the reactants needed to synthesize it. The reactants are: C(OC([NH:8][C@H:9]([C:19]([N:21]([CH2:28][C:29]1[CH:34]=[CH:33][CH:32]=[CH:31][CH:30]=1)[CH2:22][C:23](OCC)=[O:24])=[O:20])[CH2:10][C:11]1[CH:16]=[CH:15][C:14]([O:17][CH3:18])=[CH:13][CH:12]=1)=O)(C)(C)C.FC(F)(F)C(O)=O.